Dataset: Forward reaction prediction with 1.9M reactions from USPTO patents (1976-2016). Task: Predict the product of the given reaction. Given the reactants [CH3:1][O:2][C:3](=[O:26])[CH2:4][C@H:5]1[C:9]2[CH:10]=[CH:11][C:12]([O:14][C@H:15]3[C:23]4[C:18](=[C:19](Br)[CH:20]=[CH:21][C:22]=4[F:24])[CH2:17][CH2:16]3)=[CH:13][C:8]=2[O:7][CH2:6]1.[B:27]1([B:27]2[O:31][C:30]([CH3:33])([CH3:32])[C:29]([CH3:35])([CH3:34])[O:28]2)[O:31][C:30]([CH3:33])([CH3:32])[C:29]([CH3:35])([CH3:34])[O:28]1.C([O-])(=O)C.[K+].C(Cl)Cl, predict the reaction product. The product is: [CH3:1][O:2][C:3](=[O:26])[CH2:4][C@H:5]1[C:9]2[CH:10]=[CH:11][C:12]([O:14][C@H:15]3[C:23]4[C:18](=[C:19]([B:27]5[O:31][C:30]([CH3:33])([CH3:32])[C:29]([CH3:35])([CH3:34])[O:28]5)[CH:20]=[CH:21][C:22]=4[F:24])[CH2:17][CH2:16]3)=[CH:13][C:8]=2[O:7][CH2:6]1.